Dataset: Ames mutagenicity test results for genotoxicity prediction. Task: Regression/Classification. Given a drug SMILES string, predict its toxicity properties. Task type varies by dataset: regression for continuous values (e.g., LD50, hERG inhibition percentage) or binary classification for toxic/non-toxic outcomes (e.g., AMES mutagenicity, cardiotoxicity, hepatotoxicity). Dataset: ames. (1) The molecule is O=C(O)CC(NC(=O)COc1ccc(Cl)cc1Cl)C(=O)O. The result is 0 (non-mutagenic). (2) The drug is Cc1cccc(CN(C)N=O)c1. The result is 1 (mutagenic).